This data is from Peptide-MHC class I binding affinity with 185,985 pairs from IEDB/IMGT. The task is: Regression. Given a peptide amino acid sequence and an MHC pseudo amino acid sequence, predict their binding affinity value. This is MHC class I binding data. (1) The peptide sequence is NLPSKPVWL. The MHC is HLA-A11:01 with pseudo-sequence HLA-A11:01. The binding affinity (normalized) is 0.0847. (2) The peptide sequence is RPRRASSPF. The MHC is HLA-B27:05 with pseudo-sequence HLA-B27:05. The binding affinity (normalized) is 0.0847. (3) The binding affinity (normalized) is 0.198. The MHC is HLA-A01:01 with pseudo-sequence HLA-A01:01. The peptide sequence is YVNHTGFNV. (4) The peptide sequence is RPWMLDKYF. The MHC is HLA-A31:01 with pseudo-sequence HLA-A31:01. The binding affinity (normalized) is 0.0847. (5) The binding affinity (normalized) is 0.550. The MHC is HLA-A31:01 with pseudo-sequence HLA-A31:01. The peptide sequence is KLFIRQEEV.